This data is from Experimentally validated miRNA-target interactions with 360,000+ pairs, plus equal number of negative samples. The task is: Binary Classification. Given a miRNA mature sequence and a target amino acid sequence, predict their likelihood of interaction. (1) The miRNA is hsa-miR-744-5p with sequence UGCGGGGCUAGGGCUAACAGCA. The protein sequence of the target gene is MAAPVRRTLLGVAGGWRRFERLWAGSLSSRSLALAAAPSSNGSPWRLLGALCLQRPPVVSKPLTPLQEEMASLLQQIEIERSLYSDHELRALDENQRLAKKKADLHDEEDEQDILLAQDLEDMWEQKFLQFKLGARITEADEKNDRTSLNRKLDRNLVLLVREKFGDQDVWILPQAEWQPGETLRGTAERTLATLSENNMEAKFLGNAPCGHYTFKFPQAMRTESNLGAKVFFFKALLLTGDFSQAGNKGHHVWVTKDELGDYLKPKYLAQVRRFVSDL. Result: 1 (interaction). (2) The miRNA is hsa-miR-6829-3p with sequence UGCCUCCUCCGUGGCCUCAG. The protein sequence of the target gene is MDPGWGQRDVGWAALLILFAASLLTVFAWLLQYARGLWLARARGDRGPGPALAGEPAGSLRELGVWRSLLRLRATRAGAAEEPGVRGLLASLFAFKSFRENWQRAWVRALNEQACRNGSSIQIAFEEVPQLPPRASISHVTCVDQSEHTMVLRCQLSAEEVRFPVSVTQQSPAAVSMETYHVTLTLPPTQLEVNLEEIPGEGLLISWAFTDRPDLSLTVLPKLQARERGEEQVELSTIEELIKDAIVSTQPAMMVNLRACSAPGGLVPSEKPPMMPQAQPAIPRPNRLFLRQLRASHLGN.... Result: 1 (interaction). (3) The miRNA is hsa-miR-3164 with sequence UGUGACUUUAAGGGAAAUGGCG. The protein sequence of the target gene is MAWSPPATLFLFLLLLGQPPPSRPQSLGTTKLRLVGPESKPEEGRLEVLHQGQWGTVCDDNFAIQEATVACRQLGFEAALTWAHSAKYGQGEGPIWLDNVRCVGTESSLDQCGSNGWGVSDCSHSEDVGVICHPRRHRGYLSETVSNALGPQGRRLEEVRLKPILASAKQHSPVTEGAVEVKYEGHWRQVCDQGWTMNNSRVVCGMLGFPSEVPVDSHYYRKVWDLKMRDPKSRLKSLTNKNSFWIHQVTCLGTEPHMANCQVQVAPARGKLRPACPGGMHAVVSCVAGPHFRPPKTKPQ.... Result: 0 (no interaction). (4) Result: 1 (interaction). The protein sequence of the target gene is MENSTTTISREELEELQEAFNKIDIDNSGYVSDYELQDLFKEASLPLPGYKVREIVEKILSVADSNKDGKISFEEFVSLMQELKSKDISKTFRKIINKREGITAIGGTSTISSEGTQHSYSEEEKVAFVNWINKALENDPDCKHLIPMNPNDDSLFKSLADGILLCKMINLSEPDTIDERAINKKKLTPFTISENLNLALNSASAIGCTVVNIGASDLKEGKPHLVLGLLWQIIKVGLFADIEISRNEALIALLNEGEELEELMKLSPEELLLRWVNYHLTNAGWHTISNFSQDIKDSRA.... The miRNA is hsa-miR-216b-3p with sequence ACACACUUACCCGUAGAGAUUCUA. (5) The miRNA is hsa-miR-2681-5p with sequence GUUUUACCACCUCCAGGAGACU. The protein sequence of the target gene is MVKLANPLYTEWILEAIKKVKKQKQRPSEERICNAVSSSHGLDRKTVLEQLELSVKDGTILKVSNKGLNSYKDPDNPGRIALPKPRNHGKLDNKQNVDWNKLIKRAVEGLAESGGSTLKSIERFLKGQKDVSALFGGSAASGFHQQLRLAIKRAIGHGRLLKDGPLYRLNTKATNVDGKESCESLSCLPPVSLLPHEKDKPVAEPIPICSFCLGTKEQNREKKPEELISCADCGNSGHPSCLKFSPELTVRVKALRWQCIECKTCSSCRDQGKNADNMLFCDSCDRGFHMECCDPPLTRM.... Result: 1 (interaction).